From a dataset of Forward reaction prediction with 1.9M reactions from USPTO patents (1976-2016). Predict the product of the given reaction. (1) Given the reactants [F:1][C:2]1[CH:3]=[C:4]2[C:8](=[CH:9][C:10]=1[NH:11][C:12]([CH:14]([O:16]C(=O)C)[CH3:15])=[O:13])[NH:7][C:6](=[O:20])[CH2:5]2.[OH-].[Na+], predict the reaction product. The product is: [F:1][C:2]1[CH:3]=[C:4]2[C:8](=[CH:9][C:10]=1[NH:11][C:12](=[O:13])[C@@H:14]([OH:16])[CH3:15])[NH:7][C:6](=[O:20])[CH2:5]2. (2) Given the reactants C[C:2]1[N:7]=[C:6]([C:8]([O-:10])=[O:9])[C:5]([N:11]2[N:15]=[CH:14][CH:13]=[N:12]2)=[CH:4][CH:3]=1.[Na+:16].[Cl:17]C1C=C(F)C(C#N)=NC=1.BrC1C(C#N)=NC(C)=CC=1, predict the reaction product. The product is: [Cl:17][C:3]1[CH:4]=[C:5]([N:11]2[N:15]=[CH:14][CH:13]=[N:12]2)[C:6]([C:8]([O-:10])=[O:9])=[N:7][CH:2]=1.[Na+:16]. (3) Given the reactants C([O:3][C:4](=[O:40])[C:5]([CH3:39])([O:7][C:8]1[CH:13]=[CH:12][C:11]([O:14][CH2:15][C:16]2[C:17]([CH3:37])=[N:18][C:19]([C:26]3[CH:31]=[CH:30][C:29]([O:32][C:33]([F:36])([F:35])[F:34])=[CH:28][CH:27]=3)=[CH:20][C:21]=2[C:22]([F:25])([F:24])[F:23])=[CH:10][C:9]=1[CH3:38])[CH3:6])C.[Li+].[OH-], predict the reaction product. The product is: [CH3:39][C:5]([O:7][C:8]1[CH:13]=[CH:12][C:11]([O:14][CH2:15][C:16]2[C:17]([CH3:37])=[N:18][C:19]([C:26]3[CH:27]=[CH:28][C:29]([O:32][C:33]([F:36])([F:35])[F:34])=[CH:30][CH:31]=3)=[CH:20][C:21]=2[C:22]([F:23])([F:24])[F:25])=[CH:10][C:9]=1[CH3:38])([CH3:6])[C:4]([OH:40])=[O:3]. (4) The product is: [OH:23][CH2:22][C@H:18]1[O:19][CH2:20][CH2:21][N:16]([C:9]([O:11][C:12]([CH3:13])([CH3:14])[CH3:15])=[O:10])[CH2:17]1. Given the reactants [C:9](O[C:9]([O:11][C:12]([CH3:15])([CH3:14])[CH3:13])=[O:10])([O:11][C:12]([CH3:15])([CH3:14])[CH3:13])=[O:10].[NH:16]1[CH2:21][CH2:20][O:19][C@H:18]([CH2:22][OH:23])[CH2:17]1.C(N(CC)CC)C, predict the reaction product.